From a dataset of Catalyst prediction with 721,799 reactions and 888 catalyst types from USPTO. Predict which catalyst facilitates the given reaction. Reactant: FC(F)(F)C(O)=O.[CH3:8][N:9]1[CH2:15][CH2:14][O:13][C:12]2[CH:16]=[C:17]([O:20][C:21]3[CH:22]=[C:23]([C:33]([NH:35][C:36]4[CH:40]=[CH:39][N:38](C(OC(C)(C)C)=O)[N:37]=4)=[O:34])[CH:24]=[C:25]([O:27][C@@H:28]([CH3:32])[CH2:29][O:30][CH3:31])[CH:26]=3)[CH:18]=[CH:19][C:11]=2[S:10]1(=[O:49])=[O:48]. The catalyst class is: 2. Product: [CH3:8][N:9]1[CH2:15][CH2:14][O:13][C:12]2[CH:16]=[C:17]([O:20][C:21]3[CH:22]=[C:23]([CH:24]=[C:25]([O:27][C@@H:28]([CH3:32])[CH2:29][O:30][CH3:31])[CH:26]=3)[C:33]([NH:35][C:36]3[CH:40]=[CH:39][NH:38][N:37]=3)=[O:34])[CH:18]=[CH:19][C:11]=2[S:10]1(=[O:49])=[O:48].